Dataset: Reaction yield outcomes from USPTO patents with 853,638 reactions. Task: Predict the reaction yield, written as a fraction of the theoretical maximum amount of product (1.0 means a 100% yield; for example, 0.34 means a 34% yield). (1) The yield is 0.780. The reactants are [Cl:1][C:2]1[CH:7]=[CH:6][C:5]([S:8]([N:11]2[CH:16]([C:17]3[CH:22]=[CH:21][CH:20]=[CH:19][CH:18]=3)[CH2:15][CH2:14][CH2:13][CH:12]2[CH2:23][OH:24])(=[O:10])=[O:9])=[CH:4][CH:3]=1.CC(OI1(OC(C)=O)(OC(C)=O)OC(=O)C2C=CC=CC1=2)=O.C(=O)(O)[O-].[Na+]. The catalyst is C(Cl)Cl.O. The product is [Cl:1][C:2]1[CH:3]=[CH:4][C:5]([S:8]([N:11]2[CH:16]([C:17]3[CH:18]=[CH:19][CH:20]=[CH:21][CH:22]=3)[CH2:15][CH2:14][CH2:13][CH:12]2[CH:23]=[O:24])(=[O:9])=[O:10])=[CH:6][CH:7]=1. (2) The product is [CH3:1][C@@H:2]1[NH:3][CH2:4][CH2:5][N:6]([C:8]([C:9]2[CH:14]=[CH:13][CH:12]=[CH:11][CH:10]=2)([C:21]2[CH:22]=[CH:23][CH:24]=[CH:25][CH:26]=2)[C:15]2[CH:16]=[CH:17][CH:18]=[CH:19][CH:20]=2)[CH2:7]1. The reactants are [CH3:1][C@H:2]1[CH2:7][NH:6][CH2:5][CH2:4][NH:3]1.[C:8](Cl)([C:21]1[CH:26]=[CH:25][CH:24]=[CH:23][CH:22]=1)([C:15]1[CH:20]=[CH:19][CH:18]=[CH:17][CH:16]=1)[C:9]1[CH:14]=[CH:13][CH:12]=[CH:11][CH:10]=1. The catalyst is ClCCl. The yield is 1.00. (3) The reactants are [CH:1]1([C:7]2[CH:30]=[CH:29][CH:28]=[C:27]3[C:8]=2[CH:9]=[C:10]2[C:16]4[CH:17]=[C:18]([C:21]([OH:23])=O)[CH:19]=[CH:20][C:15]=4[N:14]4[CH2:24][N:25]=[N:26][C:13]4=[CH:12][N:11]23)[CH2:6][CH2:5][CH2:4][CH2:3][CH2:2]1.[CH3:31][N:32]([CH3:37])[S:33]([NH2:36])(=[O:35])=[O:34].CCN=C=NCCCN(C)C.Cl. The catalyst is CC(N(C)C)=O.CN(C1C=CN=CC=1)C.CS(C)=O.CO. The product is [CH:1]1([C:7]2[CH:30]=[CH:29][CH:28]=[C:27]3[C:8]=2[CH:9]=[C:10]2[C:16]4[CH:17]=[C:18]([C:21]([NH:36][S:33]([N:32]([CH3:37])[CH3:31])(=[O:35])=[O:34])=[O:23])[CH:19]=[CH:20][C:15]=4[N:14]4[CH2:24][N:25]=[N:26][C:13]4=[CH:12][N:11]23)[CH2:6][CH2:5][CH2:4][CH2:3][CH2:2]1. The yield is 0.310. (4) The reactants are [CH3:1][C:2]1([CH3:23])[CH2:6][O:5][C:4]2=[CH:7][C:8]3[O:9][CH2:10][C:11]4([C:21]=3[CH:22]=[C:3]12)[C:19]1[C:14](=[CH:15][CH:16]=[CH:17][CH:18]=1)[NH:13][C:12]4=[O:20].Br[CH2:25][C:26]1[O:27][C:28]([C:31]([F:34])([F:33])[F:32])=[CH:29][CH:30]=1.C(=O)([O-])[O-].[Cs+].[Cs+]. The yield is 0.450. The catalyst is CC(=O)CC. The product is [CH3:1][C:2]1([CH3:23])[CH2:6][O:5][C:4]2=[CH:7][C:8]3[O:9][CH2:10][C:11]4([C:21]=3[CH:22]=[C:3]12)[C:19]1[C:14](=[CH:15][CH:16]=[CH:17][CH:18]=1)[N:13]([CH2:25][C:26]1[O:27][C:28]([C:31]([F:34])([F:33])[F:32])=[CH:29][CH:30]=1)[C:12]4=[O:20]. (5) The reactants are [Br:1][C:2]1[CH:10]=[C:6]([C:7]([OH:9])=O)[C:5]([OH:11])=[CH:4][CH:3]=1.[CH3:12][C:13]1[CH:14]=[C:15]([CH:17]=[C:18]([CH3:20])[CH:19]=1)[NH2:16]. No catalyst specified. The product is [Br:1][C:2]1[CH:3]=[CH:4][C:5]([OH:11])=[C:6]([CH:10]=1)[C:7]([NH:16][C:15]1[CH:17]=[C:18]([CH3:20])[CH:19]=[C:13]([CH3:12])[CH:14]=1)=[O:9]. The yield is 0.581. (6) The reactants are [C:1]1(=O)[NH:5][C:4](=O)[C:3]2=[CH:7][CH:8]=[CH:9][CH:10]=[C:2]12.[K].CS(O[CH2:18][CH2:19][CH2:20][CH2:21][CH2:22][CH2:23][CH2:24][CH2:25]/[CH:26]=[CH:27]\C/C=C\CCCCC)(=O)=O. The catalyst is O. The yield is 0.950. The product is [CH2:4]([NH2:5])[CH2:3][CH2:7][CH2:8][CH2:9][CH2:10][CH2:2][CH2:1]/[CH:18]=[CH:19]\[CH2:20]/[CH:21]=[CH:22]\[CH2:23][CH2:24][CH2:25][CH2:26][CH3:27].